Predict the product of the given reaction. From a dataset of Forward reaction prediction with 1.9M reactions from USPTO patents (1976-2016). (1) Given the reactants [C:1]([O:5][C:6]([N:8]1[CH2:12][C@@H:11]([CH3:13])[CH2:10][C@H:9]1[C:14]1[NH:15][CH:16]=[C:17]([C:19]2[CH:24]=[CH:23][C:22]([C:25]3[CH:30]=[CH:29][C:28](B4OC(C)(C)C(C)(C)O4)=[CH:27][CH:26]=3)=[CH:21][CH:20]=2)[N:18]=1)=[O:7])([CH3:4])([CH3:3])[CH3:2].I[C:41]1[CH:66]=[CH:65][C:44]2[NH:45][C:46]([C@@H:48]3[CH2:52][C@H:51]([CH3:53])[CH2:50][N:49]3[C:54](=[O:64])[C@@H:55]([NH:59][C:60](=[O:63])[O:61][CH3:62])[CH:56]([CH3:58])[CH3:57])=[N:47][C:43]=2[CH:42]=1.C(Cl)Cl.C([O-])(O)=O.[Na+], predict the reaction product. The product is: [C:1]([O:5][C:6]([N:8]1[CH2:12][C@@H:11]([CH3:13])[CH2:10][C@H:9]1[C:14]1[NH:15][CH:16]=[C:17]([C:19]2[CH:20]=[CH:21][C:22]([C:25]3[CH:30]=[CH:29][C:28]([C:41]4[CH:66]=[CH:65][C:44]5[NH:45][C:46]([C@@H:48]6[CH2:52][C@H:51]([CH3:53])[CH2:50][N:49]6[C:54](=[O:64])[C@@H:55]([NH:59][C:60]([O:61][CH3:62])=[O:63])[CH:56]([CH3:57])[CH3:58])=[N:47][C:43]=5[CH:42]=4)=[CH:27][CH:26]=3)=[CH:23][CH:24]=2)[N:18]=1)=[O:7])([CH3:2])([CH3:3])[CH3:4]. (2) Given the reactants C[O:2][C:3]1[CH:4]=[C:5]2[C:10](=[CH:11][CH:12]=1)[CH2:9][CH:8]([NH:13][C:14](=[O:16])[CH3:15])[CH2:7][CH2:6]2.B(Br)(Br)Br.C(Cl)Cl, predict the reaction product. The product is: [OH:2][C:3]1[CH:4]=[C:5]2[C:10](=[CH:11][CH:12]=1)[CH2:9][CH:8]([NH:13][C:14](=[O:16])[CH3:15])[CH2:7][CH2:6]2. (3) Given the reactants [Cl:1][C:2]1[CH:7]=[C:6]([O:8][CH2:9][C:10]2[CH:15]=[CH:14][CH:13]=[CH:12][CH:11]=2)[CH:5]=[C:4]([Cl:16])[C:3]=1[OH:17].Br[CH2:19][CH2:20][CH2:21][CH2:22][Cl:23].C(=O)([O-])[O-].[K+].[K+].[Cl-].[Na+], predict the reaction product. The product is: [Cl:1][C:2]1[CH:7]=[C:6]([O:8][CH2:9][C:10]2[CH:15]=[CH:14][CH:13]=[CH:12][CH:11]=2)[CH:5]=[C:4]([Cl:16])[C:3]=1[O:17][CH2:19][CH2:20][CH2:21][CH2:22][Cl:23]. (4) Given the reactants [CH3:1][O:2][C:3]1[CH:4]=[C:5]2[C:9](=[CH:10][CH:11]=1)[NH:8][CH:7]=[CH:6]2.[C:12](O)(=O)[CH3:13].[C:16]([BH3-])#[N:17].[Na+].[C:20]([O-])(O)=O.[Na+].C(O[CH2:29][CH3:30])(=O)C, predict the reaction product. The product is: [N:17]1[CH:16]=[CH:30][CH:29]=[CH:20][C:12]=1[CH2:13][N:8]1[C:9]2[C:5](=[CH:4][C:3]([O:2][CH3:1])=[CH:11][CH:10]=2)[CH2:6][CH2:7]1. (5) Given the reactants [Br-].[CH3:2][O:3][C:4]1[CH:9]=[CH:8][C:7]([CH2:10][P+](C2C=CC=CC=2)(C2C=CC=CC=2)C2C=CC=CC=2)=[CH:6][CH:5]=1.[CH:30](=O)[CH2:31][CH2:32]/[CH:33]=[CH:34]/[CH2:35][CH2:36][CH2:37][CH2:38][CH3:39], predict the reaction product. The product is: [CH3:2][O:3][C:4]1[CH:5]=[CH:6][C:7]([CH:10]=[CH:30][CH2:31][CH2:32]/[CH:33]=[CH:34]/[CH2:35][CH2:36][CH2:37][CH2:38][CH3:39])=[CH:8][CH:9]=1. (6) Given the reactants Br[C:2]1[CH:25]=[CH:24][C:5]2[N:6]([C:9]3[CH:10]=[C:11]([NH:15][C:16]([NH:18][CH2:19][C:20]([F:23])([F:22])[F:21])=[O:17])[CH:12]=[CH:13][CH:14]=3)[CH:7]=[N:8][C:4]=2[CH:3]=1.CC1(C)C(C)(C)OB([C:34]2[CH:35]=[N:36][N:37]([CH:39]3[CH2:44][CH2:43][N:42]([C:45]([O:47][C:48]([CH3:51])([CH3:50])[CH3:49])=[O:46])[CH2:41][CH2:40]3)[CH:38]=2)O1.ClCCl.C(=O)([O-])[O-].[Na+].[Na+], predict the reaction product. The product is: [F:21][C:20]([F:23])([F:22])[CH2:19][NH:18][C:16]([NH:15][C:11]1[CH:10]=[C:9]([N:6]2[C:5]3[CH:24]=[CH:25][C:2]([C:34]4[CH:35]=[N:36][N:37]([CH:39]5[CH2:40][CH2:41][N:42]([C:45]([O:47][C:48]([CH3:51])([CH3:50])[CH3:49])=[O:46])[CH2:43][CH2:44]5)[CH:38]=4)=[CH:3][C:4]=3[N:8]=[CH:7]2)[CH:14]=[CH:13][CH:12]=1)=[O:17].